This data is from Full USPTO retrosynthesis dataset with 1.9M reactions from patents (1976-2016). The task is: Predict the reactants needed to synthesize the given product. (1) The reactants are: [C:1]1([C:29]2[CH:34]=[CH:33][CH:32]=[CH:31][CH:30]=2)[CH:6]=[CH:5][C:4]([NH:7][C:8]([C:10]2[CH:18]=[CH:17][C:13]([C:14](O)=[O:15])=[C:12]([NH:19][C:20](=[O:28])[CH2:21][N:22]3[CH2:27][CH2:26][O:25][CH2:24][CH2:23]3)[CH:11]=2)=[O:9])=[CH:3][CH:2]=1.Cl.[CH2:36]([NH2:38])[CH3:37].F[P-](F)(F)(F)(F)F.N1(O[P+](N2CCCC2)(N2CCCC2)N2CCCC2)C2C=CC=CC=2N=N1.C(N(C(C)C)CC)(C)C. Given the product [C:1]1([C:29]2[CH:30]=[CH:31][CH:32]=[CH:33][CH:34]=2)[CH:6]=[CH:5][C:4]([NH:7][C:8](=[O:9])[C:10]2[CH:18]=[CH:17][C:13]([C:14]([NH:38][CH2:36][CH3:37])=[O:15])=[C:12]([NH:19][C:20](=[O:28])[CH2:21][N:22]3[CH2:23][CH2:24][O:25][CH2:26][CH2:27]3)[CH:11]=2)=[CH:3][CH:2]=1, predict the reactants needed to synthesize it. (2) Given the product [CH3:16][N:17]1[CH2:18][CH2:19][N:20]([C:23]2[C:31]3[C:26](=[CH:27][CH:28]=[CH:29][CH:30]=3)[NH:25][CH:24]=2)[CH2:21][CH2:22]1, predict the reactants needed to synthesize it. The reactants are: N1(C2C3C(=CC=CC=3)NC=2)CCOCC1.[CH3:16][N:17]1[CH2:22][CH2:21][N:20]([C:23]2[C:31]3[C:26](=[CH:27][CH:28]=[CH:29][CH:30]=3)[N:25]([Si](C(C)C)(C(C)C)C(C)C)[CH:24]=2)[CH2:19][CH2:18]1.[F-].C([N+](CCCC)(CCCC)CCCC)CCC.